This data is from Forward reaction prediction with 1.9M reactions from USPTO patents (1976-2016). The task is: Predict the product of the given reaction. (1) Given the reactants O=[C:2]1[CH2:7][CH2:6][N:5]([C:8]2[CH:13]=[CH:12][C:11]([N:14]3[CH2:18][C@H:17]([CH2:19][N:20]4[CH:24]=[CH:23][N:22]=[N:21]4)[O:16][C:15]3=[O:25])=[CH:10][C:9]=2[F:26])[CH2:4][CH2:3]1.CN.C(O[BH3-])(=O)C.[Na+].[CH2:35]([N:37](CC)CC)C, predict the reaction product. The product is: [CH3:35][NH:37][CH:2]1[CH2:7][CH2:6][N:5]([C:8]2[CH:13]=[CH:12][C:11]([N:14]3[CH2:18][C@H:17]([CH2:19][N:20]4[CH:24]=[CH:23][N:22]=[N:21]4)[O:16][C:15]3=[O:25])=[CH:10][C:9]=2[F:26])[CH2:4][CH2:3]1. (2) Given the reactants [CH2:1]([CH2:7]Cl)[CH2:2][O:3][C:4](Cl)=[O:5].[NH2:9][C:10]1[CH:11]=[C:12]([Cl:34])[C:13]([N:16]2[CH2:33][CH2:32][CH2:31][C@@:18]3([C:22](=[O:23])[N:21]([C@H:24]4[CH2:29][CH2:28][C@H:27]([OH:30])[CH2:26][CH2:25]4)[CH2:20][CH2:19]3)[CH2:17]2)=[N:14][CH:15]=1.O[C@H]1CC[C@H](N2CC[C@]3(CCCNC3)C2=O)CC1.CC(C)([O-])C.[K+].C(O)(C(F)(F)F)=O, predict the reaction product. The product is: [Cl:34][C:12]1[C:13]([N:16]2[CH2:33][CH2:32][CH2:31][C@@:18]3([C:22](=[O:23])[N:21]([C@H:24]4[CH2:25][CH2:26][C@H:27]([OH:30])[CH2:28][CH2:29]4)[CH2:20][CH2:19]3)[CH2:17]2)=[N:14][CH:15]=[C:10]([N:9]2[CH2:7][CH2:1][CH2:2][O:3][C:4]2=[O:5])[CH:11]=1. (3) Given the reactants [N+:1]([C:4]1[S:8][C:7]([S:9]([N:12]2[CH2:17][CH2:16][N:15]([C:18]3[N:23]=[CH:22][C:21]([C:24]([OH:33])([C:29]([F:32])([F:31])[F:30])[C:25]([F:28])([F:27])[F:26])=[CH:20][N:19]=3)[C@@H:14]([CH2:34][N:35]3[CH2:40][CH2:39][NH:38][C:37](=[O:41])[C:36]3([CH3:43])[CH3:42])[CH2:13]2)(=[O:11])=[O:10])=[CH:6][CH:5]=1)([O-])=O.C([O-])(O)=O.[Na+], predict the reaction product. The product is: [NH2:1][C:4]1[S:8][C:7]([S:9]([N:12]2[CH2:17][CH2:16][N:15]([C:18]3[N:19]=[CH:20][C:21]([C:24]([OH:33])([C:25]([F:26])([F:28])[F:27])[C:29]([F:30])([F:31])[F:32])=[CH:22][N:23]=3)[C@@H:14]([CH2:34][N:35]3[CH2:40][CH2:39][NH:38][C:37](=[O:41])[C:36]3([CH3:43])[CH3:42])[CH2:13]2)(=[O:10])=[O:11])=[CH:6][CH:5]=1.